Dataset: Full USPTO retrosynthesis dataset with 1.9M reactions from patents (1976-2016). Task: Predict the reactants needed to synthesize the given product. Given the product [CH3:1][S:2]([N:5]1[CH2:9][CH2:8][CH:7]([NH:10][C:11]([C:13]2[C:21]3[C:16](=[N:17][CH:18]=[C:19]([CH:22]4[CH2:24][CH2:23]4)[N:20]=3)[NH:15][CH:14]=2)=[O:12])[CH2:6]1)(=[O:4])=[O:3], predict the reactants needed to synthesize it. The reactants are: [CH3:1][S:2]([N:5]1[CH2:9][CH2:8][CH:7]([NH:10][C:11]([C:13]2[C:21]3[C:16](=[N:17][CH:18]=[C:19]([CH:22]4[CH2:24][CH2:23]4)[N:20]=3)[N:15](COCC[Si](C)(C)C)[CH:14]=2)=[O:12])[CH2:6]1)(=[O:4])=[O:3].FC(F)(F)C(O)=O.